Dataset: Forward reaction prediction with 1.9M reactions from USPTO patents (1976-2016). Task: Predict the product of the given reaction. Given the reactants C([O:3][C:4]([C:6]1[C:7]([N:27]2[CH2:32][CH2:31][O:30][CH2:29][CH2:28]2)=[N:8][N:9]([CH2:13][C:14]2[CH:19]=[CH:18][C:17]([CH2:20][N:21]3[CH:25]=[C:24]([CH3:26])[CH:23]=[N:22]3)=[CH:16][CH:15]=2)[C:10]=1CC)=[O:5])C.[OH-].[Li+], predict the reaction product. The product is: [CH3:26][C:24]1[CH:23]=[N:22][N:21]([CH2:20][C:17]2[CH:16]=[CH:15][C:14]([CH2:13][N:9]3[CH:10]=[C:6]([C:4]([OH:5])=[O:3])[C:7]([N:27]4[CH2:32][CH2:31][O:30][CH2:29][CH2:28]4)=[N:8]3)=[CH:19][CH:18]=2)[CH:25]=1.